Regression. Given two drug SMILES strings and cell line genomic features, predict the synergy score measuring deviation from expected non-interaction effect. From a dataset of NCI-60 drug combinations with 297,098 pairs across 59 cell lines. (1) Drug 1: C1=CN(C=N1)CC(O)(P(=O)(O)O)P(=O)(O)O. Drug 2: CCN(CC)CCCC(C)NC1=C2C=C(C=CC2=NC3=C1C=CC(=C3)Cl)OC. Cell line: CCRF-CEM. Synergy scores: CSS=19.9, Synergy_ZIP=-5.11, Synergy_Bliss=-2.31, Synergy_Loewe=-17.7, Synergy_HSA=-8.47. (2) Drug 1: C1=NC2=C(N1)C(=S)N=CN2. Drug 2: CC1C(C(CC(O1)OC2CC(CC3=C2C(=C4C(=C3O)C(=O)C5=C(C4=O)C(=CC=C5)OC)O)(C(=O)CO)O)N)O.Cl. Cell line: MALME-3M. Synergy scores: CSS=52.2, Synergy_ZIP=-5.85, Synergy_Bliss=-4.67, Synergy_Loewe=-4.04, Synergy_HSA=-2.03. (3) Drug 1: C1=NC2=C(N1)C(=S)N=CN2. Drug 2: CC1C(C(CC(O1)OC2CC(CC3=C2C(=C4C(=C3O)C(=O)C5=CC=CC=C5C4=O)O)(C(=O)C)O)N)O. Cell line: NCI/ADR-RES. Synergy scores: CSS=18.8, Synergy_ZIP=-6.86, Synergy_Bliss=0.818, Synergy_Loewe=-9.03, Synergy_HSA=1.76. (4) Drug 1: CC1C(C(CC(O1)OC2CC(CC3=C2C(=C4C(=C3O)C(=O)C5=C(C4=O)C(=CC=C5)OC)O)(C(=O)C)O)N)O.Cl. Drug 2: CC(C)NC(=O)C1=CC=C(C=C1)CNNC.Cl. Cell line: CAKI-1. Synergy scores: CSS=34.6, Synergy_ZIP=-0.924, Synergy_Bliss=-0.842, Synergy_Loewe=-65.9, Synergy_HSA=1.31. (5) Drug 1: CC1=CC2C(CCC3(C2CCC3(C(=O)C)OC(=O)C)C)C4(C1=CC(=O)CC4)C. Drug 2: C(CCl)NC(=O)N(CCCl)N=O. Cell line: U251. Synergy scores: CSS=10.5, Synergy_ZIP=-1.72, Synergy_Bliss=1.81, Synergy_Loewe=1.93, Synergy_HSA=1.95. (6) Drug 1: CC1C(C(=O)NC(C(=O)N2CCCC2C(=O)N(CC(=O)N(C(C(=O)O1)C(C)C)C)C)C(C)C)NC(=O)C3=C4C(=C(C=C3)C)OC5=C(C(=O)C(=C(C5=N4)C(=O)NC6C(OC(=O)C(N(C(=O)CN(C(=O)C7CCCN7C(=O)C(NC6=O)C(C)C)C)C)C(C)C)C)N)C. Drug 2: C(CC(=O)O)C(=O)CN.Cl. Cell line: EKVX. Synergy scores: CSS=0.119, Synergy_ZIP=-3.18, Synergy_Bliss=-1.10, Synergy_Loewe=-4.07, Synergy_HSA=-2.42. (7) Drug 1: CC12CCC3C(C1CCC2O)C(CC4=C3C=CC(=C4)O)CCCCCCCCCS(=O)CCCC(C(F)(F)F)(F)F. Drug 2: CC(C)NC(=O)C1=CC=C(C=C1)CNNC.Cl. Cell line: NCIH23. Synergy scores: CSS=3.74, Synergy_ZIP=0.174, Synergy_Bliss=-1.02, Synergy_Loewe=4.22, Synergy_HSA=0.100.